This data is from Full USPTO retrosynthesis dataset with 1.9M reactions from patents (1976-2016). The task is: Predict the reactants needed to synthesize the given product. (1) Given the product [S:1]1[C:5]([C:6]2[CH:7]=[C:8]([NH:15][C:16]3[CH:21]=[CH:20][N:19]=[C:18]([NH:30][NH2:31])[N:17]=3)[CH:9]=[C:10]3[C:14]=2[NH:13][N:12]=[CH:11]3)=[CH:4][C:3]2[CH:26]=[CH:27][CH:28]=[CH:29][C:2]1=2, predict the reactants needed to synthesize it. The reactants are: [S:1]1[C:5]([C:6]2[CH:7]=[C:8]([NH:15][C:16]3[CH:21]=[CH:20][N:19]=[C:18](S(C)(=O)=O)[N:17]=3)[CH:9]=[C:10]3[C:14]=2[NH:13][N:12]=[CH:11]3)=[CH:4][C:3]2[CH:26]=[CH:27][CH:28]=[CH:29][C:2]1=2.[NH2:30][NH2:31]. (2) Given the product [NH2:30][C@H:26]1[CH2:27][CH2:28][CH2:29][N:24]([C:21]2[N:22]=[CH:23][C:18]([NH:17][C:5]3[C:4]4[C:9](=[CH:10][CH:11]=[C:2]([C:43]5[CH:42]=[C:41]([O:54][CH3:55])[C:40]([OH:56])=[C:39]([Cl:38])[CH:44]=5)[CH:3]=4)[N:8]=[CH:7][C:6]=3[C:12]([CH:14]3[CH2:15][CH2:16]3)=[O:13])=[CH:19][CH:20]=2)[CH2:25]1, predict the reactants needed to synthesize it. The reactants are: Br[C:2]1[CH:3]=[C:4]2[C:9](=[CH:10][CH:11]=1)[N:8]=[CH:7][C:6]([C:12]([CH:14]1[CH2:16][CH2:15]1)=[O:13])=[C:5]2[NH:17][C:18]1[CH:19]=[CH:20][C:21]([N:24]2[CH2:29][CH2:28][CH2:27][C@H:26]([NH:30]C(=O)OC(C)(C)C)[CH2:25]2)=[N:22][CH:23]=1.[Cl:38][C:39]1[CH:44]=[C:43](B2OC(C)(C)C(C)(C)O2)[CH:42]=[C:41]([O:54][CH3:55])[C:40]=1[OH:56]. (3) Given the product [F:1][C:2]1[CH:7]=[C:6]([N+:8]([O-:10])=[O:9])[CH:5]=[CH:4][C:3]=1[CH2:11][CH:12]=[O:13], predict the reactants needed to synthesize it. The reactants are: [F:1][C:2]1[CH:7]=[C:6]([N+:8]([O-:10])=[O:9])[CH:5]=[CH:4][C:3]=1[CH2:11][C:12](OCC)=[O:13].CC(C[Al]CC(C)C)C.